The task is: Predict the reaction yield, written as a fraction of the theoretical maximum amount of product (1.0 means a 100% yield; for example, 0.34 means a 34% yield).. This data is from Reaction yield outcomes from USPTO patents with 853,638 reactions. (1) The catalyst is C(O)C.O. The reactants are [O:1]=[C:2]([CH3:14])[CH2:3][C:4]1[O:8][N:7]=[C:6]([C:9]([O:11]CC)=[O:10])[CH:5]=1.C(=O)([O-])[O-].[Cs+].[Cs+]. The product is [O:1]=[C:2]([CH3:14])[CH2:3][C:4]1[O:8][N:7]=[C:6]([C:9]([OH:11])=[O:10])[CH:5]=1. The yield is 0.360. (2) The reactants are C(OC(=O)[NH:7][C:8]1[CH:13]=[C:12]([C:14]#[N:15])[CH:11]=[C:10]([CH2:16][N:17]2[CH2:22][CH2:21][O:20][CH2:19][CH2:18]2)[C:9]=1[Cl:23])(C)(C)C. The catalyst is C(Cl)Cl.C(O)(C(F)(F)F)=O. The product is [NH2:7][C:8]1[CH:13]=[C:12]([CH:11]=[C:10]([CH2:16][N:17]2[CH2:18][CH2:19][O:20][CH2:21][CH2:22]2)[C:9]=1[Cl:23])[C:14]#[N:15]. The yield is 1.00. (3) The reactants are Br[C:2]1[S:6][C:5]([CH:7]=[O:8])=[CH:4][CH:3]=1.[C:9]1(B(O)O)[CH:14]=[CH:13][CH:12]=[CH:11][CH:10]=1.C([O-])([O-])=O.[Na+].[Na+].CCOCC. The catalyst is C1COCC1.C1C=CC([P]([Pd]([P](C2C=CC=CC=2)(C2C=CC=CC=2)C2C=CC=CC=2)([P](C2C=CC=CC=2)(C2C=CC=CC=2)C2C=CC=CC=2)[P](C2C=CC=CC=2)(C2C=CC=CC=2)C2C=CC=CC=2)(C2C=CC=CC=2)C2C=CC=CC=2)=CC=1. The product is [C:9]1([C:2]2[S:6][C:5]([CH:7]=[O:8])=[CH:4][CH:3]=2)[CH:14]=[CH:13][CH:12]=[CH:11][CH:10]=1. The yield is 0.910. (4) The reactants are [Cl:1][C:2]1[C:3]([O:29][C@H:30]2[CH2:34][CH2:33][CH2:32][C@@H:31]2[C:35]2[N:39]([CH3:40])[N:38]=[CH:37][CH:36]=2)=[CH:4][C:5]([F:28])=[C:6]([S:8]([N:11](CC2C=CC(OC)=CC=2OC)[C:12]2[S:13][CH:14]=[N:15][N:16]=2)(=[O:10])=[O:9])[CH:7]=1.C([SiH](CC)CC)C.FC(F)(F)C(O)=O. The catalyst is ClCCl. The product is [Cl:1][C:2]1[C:3]([O:29][C@H:30]2[CH2:34][CH2:33][CH2:32][C@@H:31]2[C:35]2[N:39]([CH3:40])[N:38]=[CH:37][CH:36]=2)=[CH:4][C:5]([F:28])=[C:6]([S:8]([NH:11][C:12]2[S:13][CH:14]=[N:15][N:16]=2)(=[O:9])=[O:10])[CH:7]=1. The yield is 0.750. (5) The reactants are [N:1]1([C:7]2[CH:16]=[CH:15][CH:14]=[C:13]3[C:8]=2[CH:9]=[CH:10][C:11]([C:17]([F:20])([F:19])[F:18])=[N:12]3)[CH2:6][CH2:5][NH:4][CH2:3][CH2:2]1.[CH3:21][C:22]1[N:30]2[C:25]([CH2:26][O:27][C:28]3[C:34]([CH2:35][CH:36]=O)=[CH:33][CH:32]=[CH:31][C:29]=32)=[N:24][N:23]=1.C(O[BH-](OC(=O)C)OC(=O)C)(=O)C.[Na+].O.C(Cl)[Cl:54]. No catalyst specified. The product is [ClH:54].[CH3:21][C:22]1[N:30]2[C:25]([CH2:26][O:27][C:28]3[C:34]([CH2:35][CH2:36][N:4]4[CH2:5][CH2:6][N:1]([C:7]5[CH:16]=[CH:15][CH:14]=[C:13]6[C:8]=5[CH:9]=[CH:10][C:11]([C:17]([F:20])([F:18])[F:19])=[N:12]6)[CH2:2][CH2:3]4)=[CH:33][CH:32]=[CH:31][C:29]=32)=[N:24][N:23]=1. The yield is 0.300. (6) The reactants are [C:1]([C:3](=[C:7]([S:10][CH3:11])SC)[C:4]([NH2:6])=[O:5])#[N:2].[CH:12]([C:15]1[CH:21]=[CH:20][C:18]([NH2:19])=[CH:17][CH:16]=1)([CH3:14])[CH3:13]. The catalyst is C(O)C. The product is [C:1]([C:3](=[C:7]([NH:19][C:18]1[CH:20]=[CH:21][C:15]([CH:12]([CH3:14])[CH3:13])=[CH:16][CH:17]=1)[S:10][CH3:11])[C:4]([NH2:6])=[O:5])#[N:2]. The yield is 0.620. (7) The reactants are FC(F)(F)C(O)=O.[CH:8]1([S:14][C:15]2[N:19]([C:20]3[CH:25]=[CH:24][C:23]([C:26]([O:28][CH3:29])=[O:27])=[CH:22][CH:21]=3)[N:18]=[CH:17][C:16]=2[C:30]([O:32]C(C)(C)C)=[O:31])[CH2:13][CH2:12][CH2:11][CH2:10][CH2:9]1. The catalyst is C(Cl)Cl. The product is [CH:8]1([S:14][C:15]2[N:19]([C:20]3[CH:25]=[CH:24][C:23]([C:26]([O:28][CH3:29])=[O:27])=[CH:22][CH:21]=3)[N:18]=[CH:17][C:16]=2[C:30]([OH:32])=[O:31])[CH2:9][CH2:10][CH2:11][CH2:12][CH2:13]1. The yield is 1.00.